From a dataset of Reaction yield outcomes from USPTO patents with 853,638 reactions. Predict the reaction yield, written as a fraction of the theoretical maximum amount of product (1.0 means a 100% yield; for example, 0.34 means a 34% yield). (1) The reactants are [F:1][C:2]1([F:39])[CH2:7][CH2:6][CH:5]([NH:8][C:9]([C:11]2[N:12]=[C:13]([C:31]3[CH:36]=[CH:35][C:34]([Cl:37])=[CH:33][C:32]=3[Cl:38])[N:14]([C:17]3[CH:22]=[CH:21][C:20]([O:23][Si:24]([C:27]([CH3:30])([CH3:29])[CH3:28])([CH3:26])[CH3:25])=[CH:19][CH:18]=3)[C:15]=2[CH3:16])=[O:10])[CH2:4][CH2:3]1.[Br:40]N1C(=O)CCC1=O.CC(N=NC(C#N)(C)C)(C#N)C. The catalyst is ClCCCl. The product is [F:39][C:2]1([F:1])[CH2:3][CH2:4][CH:5]([NH:8][C:9]([C:11]2[N:12]=[C:13]([C:31]3[CH:36]=[CH:35][C:34]([Cl:37])=[CH:33][C:32]=3[Cl:38])[N:14]([C:17]3[CH:18]=[CH:19][C:20]([O:23][Si:24]([C:27]([CH3:30])([CH3:29])[CH3:28])([CH3:25])[CH3:26])=[CH:21][CH:22]=3)[C:15]=2[CH2:16][Br:40])=[O:10])[CH2:6][CH2:7]1. The yield is 0.760. (2) The reactants are [C:1]1([NH:7][C:8]([NH2:10])=[O:9])[CH:6]=[CH:5][CH:4]=[CH:3][CH:2]=1.Cl[C:12]([S:14]Cl)=[O:13]. The catalyst is C1COCC1. The product is [C:1]1([N:7]2[C:8](=[O:9])[NH:10][C:12](=[O:13])[S:14]2)[CH:6]=[CH:5][CH:4]=[CH:3][CH:2]=1. The yield is 0.200. (3) The reactants are [OH:1][C@@H:2]1[CH2:7][CH2:6][CH2:5][CH2:4][C@H:3]1[NH:8][C:9]([C:11]1[CH:16]=[N:15][C:14](Br)=[C:13]([C:18]2[CH:23]=[CH:22][C:21]([O:24][C:25]([F:28])([F:27])[F:26])=[CH:20][CH:19]=2)[N:12]=1)=[O:10].Cl.[CH:30]1([NH:33][CH3:34])[CH2:32][CH2:31]1.C(N(C(C)C)C(C)C)C. The catalyst is CS(C)=O. The product is [OH:1][C@@H:2]1[CH2:7][CH2:6][CH2:5][CH2:4][C@H:3]1[NH:8][C:9]([C:11]1[CH:16]=[N:15][C:14]([N:33]([CH:30]2[CH2:32][CH2:31]2)[CH3:34])=[C:13]([C:18]2[CH:23]=[CH:22][C:21]([O:24][C:25]([F:28])([F:27])[F:26])=[CH:20][CH:19]=2)[N:12]=1)=[O:10]. The yield is 0.610. (4) The reactants are [Cl:1][C:2]1[CH:3]=[C:4]([CH:15]=[C:16]([Cl:18])[CH:17]=1)[N:5]=[CH:6][C:7]1[CH:12]=[C:11]([Br:13])[CH:10]=[CH:9][C:8]=1[OH:14].[BH4-].[Na+].CC(C)=O.O. The product is [Br:13][C:11]1[CH:10]=[CH:9][C:8]([OH:14])=[C:7]([CH2:6][NH:5][C:4]2[CH:15]=[C:16]([Cl:18])[CH:17]=[C:2]([Cl:1])[CH:3]=2)[CH:12]=1. The yield is 0.933. The catalyst is O1CCCC1.C(O)C. (5) The reactants are [NH:1]1[C:9]2[C:4](=[CH:5][CH:6]=[C:7]([C:10]([OH:12])=[O:11])[CH:8]=2)[CH:3]=[CH:2]1.CO.[C:15]1(=O)[CH2:20][CH2:19][CH2:18][CH2:17][CH2:16]1.C[O-].[Na+]. The catalyst is C1CCCCC1.O. The product is [C:15]1([C:3]2[C:4]3[C:9](=[CH:8][C:7]([C:10]([OH:12])=[O:11])=[CH:6][CH:5]=3)[NH:1][CH:2]=2)[CH2:20][CH2:19][CH2:18][CH2:17][CH:16]=1. The yield is 1.00. (6) The reactants are [CH3:1][C:2](C)([O-:4])[CH3:3].[K+].[I:7][C:8]1[CH:9]=C(O)C(=C[CH:15]=1)C=O.[C:17]1(C)C=CC=C[CH:18]=1. The catalyst is [Br-].C[P+](C1C=CC=CC=1)(C1C=CC=CC=1)C1C=CC=CC=1.C1COCC1. The product is [OH:4][C:2]1[CH:3]=[CH:9][C:8]([I:7])=[CH:15][C:1]=1[CH:17]=[CH2:18]. The yield is 0.980. (7) The reactants are C([O:3][C:4]([C:6]1[NH:10][C:9]2[CH:11]=[CH:12][S:13][C:8]=2[CH:7]=1)=O)C.[NH3:14].[OH-].[Li+]. The catalyst is CO. The product is [S:13]1[C:8]2[CH:7]=[C:6]([C:4]([NH2:14])=[O:3])[NH:10][C:9]=2[CH:11]=[CH:12]1. The yield is 0.380.